This data is from Reaction yield outcomes from USPTO patents with 853,638 reactions. The task is: Predict the reaction yield, written as a fraction of the theoretical maximum amount of product (1.0 means a 100% yield; for example, 0.34 means a 34% yield). (1) The reactants are [CH3:1][N:2]([CH3:34])[CH2:3][CH2:4][CH2:5][C:6]1[CH:7]=[C:8]([NH:13][C:14]2[N:15]=[CH:16][C:17]3[CH2:18][C:19](=O)[NH:20][C:21]4[CH:28]=[C:27]([C:29]([F:32])([F:31])[F:30])[CH:26]=[CH:25][C:22]=4[C:23]=3[N:24]=2)[C:9]([CH3:12])=[N:10][CH:11]=1.P12(SP3(SP(SP(S3)(S1)=S)(=S)S2)=S)=[S:36].N1C=CC=CC=1.C(=O)([O-])[O-].[Na+].[Na+]. The catalyst is O. The product is [CH3:1][N:2]([CH3:34])[CH2:3][CH2:4][CH2:5][C:6]1[CH:7]=[C:8]([NH:13][C:14]2[N:15]=[CH:16][C:17]3[CH2:18][C:19](=[S:36])[NH:20][C:21]4[CH:28]=[C:27]([C:29]([F:32])([F:31])[F:30])[CH:26]=[CH:25][C:22]=4[C:23]=3[N:24]=2)[C:9]([CH3:12])=[N:10][CH:11]=1. The yield is 0.770. (2) The reactants are [Cl:1][C:2]1[CH:7]=[C:6](I)[C:5]([Cl:9])=[CH:4][N:3]=1.[NH2:10][C:11]1[CH:19]=[CH:18][CH:17]=[CH:16][C:12]=1[C:13]([OH:15])=[O:14].C1(P(C2C=CC=CC=2)C2C=CC=CC=2OC2C=CC=CC=2P(C2C=CC=CC=2)C2C=CC=CC=2)C=CC=CC=1.[O-]P([O-])([O-])=O.[K+].[K+].[K+]. The catalyst is C([O-])(=O)C.[Pd+2].C([O-])(=O)C. The product is [Cl:1][C:2]1[CH:7]=[C:6]([NH:10][C:11]2[CH:19]=[CH:18][CH:17]=[CH:16][C:12]=2[C:13]([OH:15])=[O:14])[C:5]([Cl:9])=[CH:4][N:3]=1. The yield is 0.602. (3) The reactants are CCN(CC)CC.[C:8]([O:12][C:13](=[O:29])[N:14]=[C:15]([NH:21][C:22]([O:24][C:25]([CH3:28])([CH3:27])[CH3:26])=[O:23])N1C=CC=N1)([CH3:11])([CH3:10])[CH3:9].[NH2:30][CH2:31][C:32]1([C:35]2[O:39][C:38]([CH:40]3[CH2:46][CH2:45][C@@H:44]4[CH2:47][N:41]3[C:42](=[O:56])[N:43]4[O:48][CH2:49][C:50]3[CH:55]=[CH:54][CH:53]=[CH:52][CH:51]=3)=[N:37][N:36]=2)[CH2:34][CH2:33]1. The catalyst is CO. The product is [C:25]([O:24][C:22]([N:21]=[C:15]([NH:14][C:13]([O:12][C:8]([CH3:11])([CH3:10])[CH3:9])=[O:29])[NH:30][CH2:31][C:32]1([C:35]2[O:39][C:38]([CH:40]3[CH2:46][CH2:45][C@@H:44]4[CH2:47][N:41]3[C:42](=[O:56])[N:43]4[O:48][CH2:49][C:50]3[CH:55]=[CH:54][CH:53]=[CH:52][CH:51]=3)=[N:37][N:36]=2)[CH2:33][CH2:34]1)=[O:23])([CH3:28])([CH3:27])[CH3:26]. The yield is 0.860. (4) The reactants are [O:1]1[C:5]2([CH2:9][CH2:8][NH:7][CH2:6]2)[O:4][CH2:3][CH2:2]1.[CH:10]12[O:16][CH:11]1[CH2:12][CH2:13][CH2:14][CH2:15]2. The catalyst is O. The product is [O:1]1[C:5]2([CH2:9][CH2:8][N:7]([C@H:10]3[CH2:15][CH2:14][CH2:13][CH2:12][C@@H:11]3[OH:16])[CH2:6]2)[O:4][CH2:3][CH2:2]1. The yield is 0.790. (5) The reactants are [Cl:1][C:2]1[CH:3]=[C:4]([NH:9][C:10](=[NH:33])[NH:11][C:12]2[N:17]=[C:16]([O:18][CH:19]3[CH2:24][CH2:23][CH2:22][N:21](C(OC(C)(C)C)=O)[CH2:20]3)[CH:15]=[C:14]([CH3:32])[N:13]=2)[CH:5]=[CH:6][C:7]=1[Cl:8].C(Cl)Cl.Cl. The catalyst is O1CCOCC1. The product is [Cl:1][C:2]1[CH:3]=[C:4]([NH:9][C:10]([NH:11][C:12]2[N:17]=[C:16]([O:18][CH:19]3[CH2:24][CH2:23][CH2:22][NH:21][CH2:20]3)[CH:15]=[C:14]([CH3:32])[N:13]=2)=[NH:33])[CH:5]=[CH:6][C:7]=1[Cl:8]. The yield is 0.100. (6) No catalyst specified. The reactants are [C:1]1([C:7]2[CH:12]=[C:11]([CH:13]3[CH2:18][NH:17][S:16](=[O:20])(=[O:19])[NH:15][CH2:14]3)[CH:10]=[CH:9][C:8]=2[NH2:21])[CH2:6][CH2:5][CH2:4][CH2:3][CH:2]=1.[C:22]([C:24]1[N:25]=[C:26]([C:37](O)=[O:38])[N:27](COCC[Si](C)(C)C)[CH:28]=1)#[N:23].[K+].C(C1N=C(C([O-])=O)N(COCC[Si](C)(C)C)C=1)#N. The product is [C:1]1([C:7]2[CH:12]=[C:11]([CH:13]3[CH2:14][NH:15][S:16](=[O:20])(=[O:19])[NH:17][CH2:18]3)[CH:10]=[CH:9][C:8]=2[NH:21][C:37]([C:26]2[NH:27][CH:28]=[C:24]([C:22]#[N:23])[N:25]=2)=[O:38])[CH2:6][CH2:5][CH2:4][CH2:3][CH:2]=1. The yield is 0.250. (7) The product is [Br:1][C:2]1[CH:27]=[CH:26][C:5]2[N:6]([C:22]([CH3:24])([CH3:23])[CH3:25])[C:7]([C:9]3[CH:10]=[C:11]([CH:12]=[CH:13][C:14]=3[N:15]3[CH:19]=[N:18][CH:17]=[N:16]3)[CH2:20][O:21][S:29]([CH3:28])(=[O:31])=[O:30])=[N:8][C:4]=2[CH:3]=1. The reactants are [Br:1][C:2]1[CH:27]=[CH:26][C:5]2[N:6]([C:22]([CH3:25])([CH3:24])[CH3:23])[C:7]([C:9]3[CH:10]=[C:11]([CH2:20][OH:21])[CH:12]=[CH:13][C:14]=3[N:15]3[CH:19]=[N:18][CH:17]=[N:16]3)=[N:8][C:4]=2[CH:3]=1.[CH3:28][S:29](Cl)(=[O:31])=[O:30].C(N(CC)CC)C. The yield is 1.00. The catalyst is C(Cl)Cl. (8) The reactants are [F:1][C:2]([F:15])([F:14])[CH2:3][O:4][C:5]1[CH:13]=[CH:12][C:8]([C:9]([OH:11])=O)=[CH:7][N:6]=1.Cl.[Cl:17][C:18]1[CH:25]=[C:24]([S:26]([CH3:29])(=[O:28])=[O:27])[CH:23]=[CH:22][C:19]=1[CH2:20][NH2:21].ON1C2C=CC=CC=2N=N1.Cl.C(N=C=NCCCN(C)C)C.C(N(C(C)C)CC)(C)C. No catalyst specified. The product is [Cl:17][C:18]1[CH:25]=[C:24]([S:26]([CH3:29])(=[O:28])=[O:27])[CH:23]=[CH:22][C:19]=1[CH2:20][NH:21][C:9](=[O:11])[C:8]1[CH:12]=[CH:13][C:5]([O:4][CH2:3][C:2]([F:1])([F:15])[F:14])=[N:6][CH:7]=1. The yield is 0.777.